This data is from Reaction yield outcomes from USPTO patents with 853,638 reactions. The task is: Predict the reaction yield, written as a fraction of the theoretical maximum amount of product (1.0 means a 100% yield; for example, 0.34 means a 34% yield). (1) The reactants are Br.[O:2]1[CH2:7][CH2:6][N:5]([C:8]([NH2:10])=[NH:9])[CH2:4][CH2:3]1.C(O)C.[C:14]([CH2:17][C:18](=O)[CH3:19])(=O)[CH3:15]. No catalyst specified. The product is [CH3:15][C:14]1[CH:17]=[C:18]([CH3:19])[N:10]=[C:8]([N:5]2[CH2:6][CH2:7][O:2][CH2:3][CH2:4]2)[N:9]=1. The yield is 0.900. (2) The reactants are [Cl:1][C:2]1[C:7]([OH:8])=[CH:6][CH:5]=[C:4]([CH2:9][OH:10])[N:3]=1.C([O-])(O)=O.[Na+].[I:16]I.OS([O-])(=O)=O.[Na+]. The catalyst is O. The product is [Cl:1][C:2]1[C:7]([OH:8])=[C:6]([I:16])[CH:5]=[C:4]([CH2:9][OH:10])[N:3]=1. The yield is 0.620. (3) The reactants are B.C1COCC1.[CH3:7][NH:8][C:9]([C:11]1[O:12][C:13]2[CH:19]=[CH:18][CH:17]=[CH:16][C:14]=2[CH:15]=1)=O. The catalyst is CO. The product is [CH3:7][NH:8][CH2:9][C:11]1[O:12][C:13]2[CH:19]=[CH:18][CH:17]=[CH:16][C:14]=2[CH:15]=1. The yield is 0.120. (4) The reactants are [Cl:1][C:2]1[C:7](B(O)O)=[CH:6][N:5]=[C:4]2[N:11]([CH2:23][O:24][CH2:25][CH2:26][Si:27]([CH3:30])([CH3:29])[CH3:28])[CH:12]=[C:13]([C:14]3[CH:19]=[C:18]([F:20])[CH:17]=[CH:16][C:15]=3[O:21][CH3:22])[C:3]=12.[CH3:31][N:32]([CH3:43])[C:33]([C:35]1[C:40]([NH2:41])=[N:39][CH:38]=[C:37](I)[N:36]=1)=[O:34].C(=O)(O)[O-].[Na+]. The catalyst is C(#N)C.C1(C)C=CC=CC=1.ClCCl.[Pd](Cl)Cl.C1(P(C2C=CC=CC=2)[C-]2C=CC=C2)C=CC=CC=1.[C-]1(P(C2C=CC=CC=2)C2C=CC=CC=2)C=CC=C1.[Fe+2]. The product is [CH3:31][N:32]([CH3:43])[C:33]([C:35]1[C:40]([NH2:41])=[N:39][CH:38]=[C:37]([C:7]2[C:2]([Cl:1])=[C:3]3[C:13]([C:14]4[CH:19]=[C:18]([F:20])[CH:17]=[CH:16][C:15]=4[O:21][CH3:22])=[CH:12][N:11]([CH2:23][O:24][CH2:25][CH2:26][Si:27]([CH3:30])([CH3:29])[CH3:28])[C:4]3=[N:5][CH:6]=2)[N:36]=1)=[O:34]. The yield is 0.470. (5) The reactants are [N+:1]([C:4]1[CH:13]=[C:12]2[C:7]([CH2:8][CH2:9][CH2:10][C:11]2=O)=[CH:6][CH:5]=1)([O-:3])=[O:2].[NH2:15][OH:16]. The catalyst is N1C=CC=CC=1. The product is [N+:1]([C:4]1[CH:13]=[C:12]2[C:7]([CH2:8][CH2:9][CH2:10][C:11]2=[N:15][OH:16])=[CH:6][CH:5]=1)([O-:3])=[O:2]. The yield is 0.880. (6) The reactants are [NH:1]1[C:9]2[CH:8]=[CH:7][CH:6]=[C:5]([CH:10]=O)[C:4]=2[CH:3]=[CH:2]1.[CH3:12][C:13]1[CH:18]=[C:17]([CH3:19])[CH:16]=[C:15]([CH3:20])[C:14]=1[CH:21]1[CH2:26][C:25](=O)[CH2:24][C:23](=[O:28])[CH2:22]1.C([O-])(=O)C.[NH4+].[CH2:34]([O:36][C:37](=[O:48])[CH2:38][C:39](=O)[CH2:40][CH2:41][CH:42]1[CH2:46][CH2:45][CH2:44][CH2:43]1)[CH3:35].F[B-](F)(F)F.C([N+:58]1C=CN(C)C=1)CCC. No catalyst specified. The product is [CH2:34]([O:36][C:37]([C:38]1[CH:10]([C:5]2[CH:6]=[CH:7][CH:8]=[C:9]3[C:4]=2[CH:3]=[CH:2][NH:1]3)[C:24]2[C:23](=[O:28])[CH2:22][CH:21]([C:14]3[C:15]([CH3:20])=[CH:16][C:17]([CH3:19])=[CH:18][C:13]=3[CH3:12])[CH2:26][C:25]=2[NH:58][C:39]=1[CH2:40][CH2:41][CH:42]1[CH2:46][CH2:45][CH2:44][CH2:43]1)=[O:48])[CH3:35]. The yield is 0.500. (7) The reactants are [F:1][CH2:2][C:3]1[N:8]=[C:7]([C:9]#[C:10][CH2:11][CH2:12][NH:13][CH3:14])[CH:6]=[CH:5][CH:4]=1.[Cl:15][C:16]1[CH:21]=[CH:20][CH:19]=[CH:18][C:17]=1[S:22](Cl)(=[O:24])=[O:23]. No catalyst specified. The product is [Cl:15][C:16]1[CH:21]=[CH:20][CH:19]=[CH:18][C:17]=1[S:22]([N:13]([CH2:12][CH2:11][C:10]#[C:9][C:7]1[CH:6]=[CH:5][CH:4]=[C:3]([CH2:2][F:1])[N:8]=1)[CH3:14])(=[O:24])=[O:23]. The yield is 0.310.